This data is from NCI-60 drug combinations with 297,098 pairs across 59 cell lines. The task is: Regression. Given two drug SMILES strings and cell line genomic features, predict the synergy score measuring deviation from expected non-interaction effect. (1) Drug 1: CC12CCC3C(C1CCC2=O)CC(=C)C4=CC(=O)C=CC34C. Drug 2: C1=NNC2=C1C(=O)NC=N2. Cell line: SK-MEL-2. Synergy scores: CSS=44.6, Synergy_ZIP=2.05, Synergy_Bliss=5.55, Synergy_Loewe=-15.0, Synergy_HSA=1.90. (2) Drug 1: CN(C)C1=NC(=NC(=N1)N(C)C)N(C)C. Drug 2: B(C(CC(C)C)NC(=O)C(CC1=CC=CC=C1)NC(=O)C2=NC=CN=C2)(O)O. Cell line: MOLT-4. Synergy scores: CSS=-5.09, Synergy_ZIP=-6.40, Synergy_Bliss=-19.6, Synergy_Loewe=-49.1, Synergy_HSA=-23.6.